The task is: Predict the reaction yield, written as a fraction of the theoretical maximum amount of product (1.0 means a 100% yield; for example, 0.34 means a 34% yield).. This data is from Reaction yield outcomes from USPTO patents with 853,638 reactions. (1) The reactants are [F:1][C:2]1([CH2:18]OS(C)(=O)=O)[CH2:7][CH2:6][N:5]([C:8]([O:10][CH2:11][C:12]2[CH:17]=[CH:16][CH:15]=[CH:14][CH:13]=2)=[O:9])[CH2:4][CH2:3]1.[N-:24]=[N+:25]=[N-:26].[Na+]. The catalyst is CN(C=O)C. The product is [N:24]([CH2:18][C:2]1([F:1])[CH2:7][CH2:6][N:5]([C:8]([O:10][CH2:11][C:12]2[CH:17]=[CH:16][CH:15]=[CH:14][CH:13]=2)=[O:9])[CH2:4][CH2:3]1)=[N+:25]=[N-:26]. The yield is 0.800. (2) The reactants are C(OC([N:8]1[CH2:13][CH2:12][CH:11]([NH:14][C:15]2[N:20]=[C:19]([NH:21][CH2:22][CH2:23][OH:24])[N:18]=[C:17]([O:25][CH3:26])[N:16]=2)[CH2:10][CH2:9]1)=O)(C)(C)C.Cl.O1CCOCC1.C(=O)([O-])[O-].[K+].[K+]. The catalyst is C(O)C. The product is [CH3:26][O:25][C:17]1[N:16]=[C:15]([NH:14][CH:11]2[CH2:10][CH2:9][NH:8][CH2:13][CH2:12]2)[N:20]=[C:19]([NH:21][CH2:22][CH2:23][OH:24])[N:18]=1. The yield is 0.830. (3) The reactants are Cl[C:2]1[CH:3]=[CH:4][C:5]([N+:25]([O-:27])=[O:26])=[C:6]([CH:24]=1)[C:7]([NH:9][C:10]1[N:15]=[CH:14][C:13]([C:16]2[CH:21]=[CH:20][C:19]([CH3:22])=[C:18]([CH3:23])[CH:17]=2)=[CH:12][N:11]=1)=[O:8].[NH:28]1[CH2:33][CH2:32][CH2:31][CH2:30][CH2:29]1. The catalyst is CN(C)C=O. The product is [CH3:23][C:18]1[CH:17]=[C:16]([C:13]2[CH:12]=[N:11][C:10]([NH:9][C:7](=[O:8])[C:6]3[CH:24]=[C:2]([N:28]4[CH2:33][CH2:32][CH2:31][CH2:30][CH2:29]4)[CH:3]=[CH:4][C:5]=3[N+:25]([O-:27])=[O:26])=[N:15][CH:14]=2)[CH:21]=[CH:20][C:19]=1[CH3:22]. The yield is 0.980. (4) The reactants are [Br:1][C:2]1[C:11]2[C:6](=[CH:7][CH:8]=[C:9]([O:12][CH3:13])[CH:10]=2)[N:5]=[CH:4][C:3]=1C(O)=O.C([N:19]([CH2:22]C)CC)C.[C:24]([OH:28])([CH3:27])([CH3:26])[CH3:25].C1(P(N=[N+]=[N-])(C2C=CC=CC=2)=[O:36])C=CC=CC=1. The catalyst is CN(C=O)C. The product is [C:24]([O:28][C:22](=[O:36])[NH:19][C:3]1[CH:4]=[N:5][C:6]2[C:11]([C:2]=1[Br:1])=[CH:10][C:9]([O:12][CH3:13])=[CH:8][CH:7]=2)([CH3:27])([CH3:26])[CH3:25]. The yield is 0.530. (5) The reactants are [CH3:1][O:2][C:3]1[CH:4]=[C:5]([OH:11])[CH:6]=[C:7]([O:9][CH3:10])[CH:8]=1.N1C=CN=C1.[C:17]([Si:21](Cl)([C:28]1[CH:33]=[CH:32][CH:31]=[CH:30][CH:29]=1)[C:22]1[CH:27]=[CH:26][CH:25]=[CH:24][CH:23]=1)([CH3:20])([CH3:19])[CH3:18].O. The yield is 0.940. The catalyst is CN(C)C=O. The product is [O:11]([C:5]1[CH:6]=[C:7]([O:9][CH3:10])[CH:8]=[C:3]([O:2][CH3:1])[CH:4]=1)[Si:21]([C:17]([CH3:20])([CH3:19])[CH3:18])([C:28]1[CH:29]=[CH:30][CH:31]=[CH:32][CH:33]=1)[C:22]1[CH:27]=[CH:26][CH:25]=[CH:24][CH:23]=1.